From a dataset of Reaction yield outcomes from USPTO patents with 853,638 reactions. Predict the reaction yield, written as a fraction of the theoretical maximum amount of product (1.0 means a 100% yield; for example, 0.34 means a 34% yield). (1) The reactants are [CH3:1][O:2][C:3]1[CH:4]=[C:5]([CH:20]=[CH:21][C:22]=1[O:23][Si](C(C)(C)C)(C)C)/[CH:6]=[CH:7]/[C:8]1[CH:12]=[C:11]([SH:13])[N:10]([C:14]2[CH:19]=[CH:18][CH:17]=[CH:16][N:15]=2)[N:9]=1.COC1C=C(C=C(OC)C=1O[Si](C(C)(C)C)(C)C)/C=C/C1C=C(O)N(C2C=CC=CN=2)N=1. No catalyst specified. The product is [CH3:1][O:2][C:3]1[CH:4]=[C:5]([CH:20]=[CH:21][C:22]=1[OH:23])[CH:6]=[CH:7][C:8]1[CH:12]=[C:11]([SH:13])[N:10]([C:14]2[CH:19]=[CH:18][CH:17]=[CH:16][N:15]=2)[N:9]=1. The yield is 0.960. (2) The reactants are [C:1]([O:5][C:6]([NH:8][CH:9]([CH2:14][S:15][C:16]1[CH:25]=[CH:24][C:23]2[C:18](=[CH:19][CH:20]=[C:21]([Cl:26])[CH:22]=2)[CH:17]=1)[C:10]([O:12]C)=[O:11])=[O:7])([CH3:4])([CH3:3])[CH3:2].[OH-].[Na+]. The catalyst is CC(O)C. The product is [C:1]([O:5][C:6]([NH:8][CH:9]([CH2:14][S:15][C:16]1[CH:25]=[CH:24][C:23]2[C:18](=[CH:19][CH:20]=[C:21]([Cl:26])[CH:22]=2)[CH:17]=1)[C:10]([OH:12])=[O:11])=[O:7])([CH3:4])([CH3:2])[CH3:3]. The yield is 0.410. (3) The reactants are [O:1]1[C:5]2[CH:6]=[CH:7][C:8]([C:10]3([C:13]([NH:15][C:16]4[CH:17]=[C:18]5[C:22](=[CH:23][CH:24]=4)[N:21]([CH2:25][CH2:26]Cl)[CH:20]([C:28]([CH3:31])([CH3:30])[CH3:29])[CH2:19]5)=[O:14])[CH2:12][CH2:11]3)=[CH:9][C:4]=2[O:3][CH2:2]1.[C-:32]#[N:33].[Na+]. The catalyst is C(O)C.O. The product is [O:1]1[C:5]2[CH:6]=[CH:7][C:8]([C:10]3([C:13]([NH:15][C:16]4[CH:17]=[C:18]5[C:22](=[CH:23][CH:24]=4)[N:21]([CH2:25][CH2:26][C:32]#[N:33])[CH:20]([C:28]([CH3:31])([CH3:30])[CH3:29])[CH2:19]5)=[O:14])[CH2:12][CH2:11]3)=[CH:9][C:4]=2[O:3][CH2:2]1. The yield is 0.770. (4) The reactants are [Br:1][C:2]1[N:11]=[C:10]([C:12]#[N:13])[C:9]([OH:14])=[C:8]2[C:3]=1[CH:4]=[CH:5][CH:6]=[N:7]2.[F:15][C:16]1[CH:21]=[CH:20][C:19]([CH2:22][C:23]([NH:25][NH2:26])=O)=[CH:18][CH:17]=1.O1CCOCC1. The catalyst is C(O)(=O)C. The product is [Br:1][C:2]1[N:11]=[C:10]([C:12]2[NH:13][C:23]([CH2:22][C:19]3[CH:20]=[CH:21][C:16]([F:15])=[CH:17][CH:18]=3)=[N:25][N:26]=2)[C:9]([OH:14])=[C:8]2[C:3]=1[CH:4]=[CH:5][CH:6]=[N:7]2. The yield is 0.420. (5) The product is [CH2:44]([O:43][P:42]([CH2:47][CH2:48][CH2:49][NH:50][C:11]([O:12][CH:13]([C:14]1[NH:15][C:16]([S:22][C:23]2[CH:24]=[C:25]([Cl:30])[CH:26]=[C:27]([Cl:29])[CH:28]=2)=[C:17]([CH:19]([CH3:20])[CH3:21])[N:18]=1)[CH2:60][C:61]1[CH:56]=[CH:55][N:54]=[CH:57][CH:59]=1)=[O:38])(=[O:46])[O:41][CH2:39][CH3:40])[CH3:45]. The yield is 0.790. The reactants are [N+](C1C=CC(O[C:11](=[O:38])[O:12][CH2:13][C:14]2[N:15](CC3C=CN=CC=3)[C:16]([S:22][C:23]3[CH:28]=[C:27]([Cl:29])[CH:26]=[C:25]([Cl:30])[CH:24]=3)=[C:17]([CH:19]([CH3:21])[CH3:20])[N:18]=2)=CC=1)([O-])=O.[CH2:39]([O:41][P:42]([CH2:47][CH2:48][CH2:49][NH2:50])(=[O:46])[O:43][CH2:44][CH3:45])[CH3:40].C([N:54]([CH:57]([CH3:59])C)[CH2:55][CH3:56])(C)C.[CH3:60][C:61]#N. No catalyst specified. (6) The reactants are [CH3:1][C:2]1[CH:3]=[C:4]([CH:8]=[C:9]([CH3:13])[C:10]=1[O:11][CH3:12])[C:5]([OH:7])=O.C(Cl)(=O)C(Cl)=O.[CH3:20][C:21]1[S:22][C:23]([CH2:27][C:28]2[CH:33]=[CH:32][CH:31]=[CH:30][CH:29]=2)=[CH:24][C:25]=1[CH3:26].[Sn](Cl)(Cl)(Cl)Cl. The catalyst is C(Cl)Cl.CN(C)C=O. The product is [CH2:27]([C:23]1[S:22][C:21]([CH3:20])=[C:25]([CH3:26])[C:24]=1[C:5]([C:4]1[CH:8]=[C:9]([CH3:13])[C:10]([O:11][CH3:12])=[C:2]([CH3:1])[CH:3]=1)=[O:7])[C:28]1[CH:29]=[CH:30][CH:31]=[CH:32][CH:33]=1. The yield is 0.820. (7) The reactants are [Cl:1][C:2]1[CH:7]=[C:6]([O:8][CH3:9])[C:5]([CH:10]=[CH2:11])=[CH:4][C:3]=1[C:12]1[CH:17]=[C:16]([Cl:18])[CH:15]=[CH:14][C:13]=1[Cl:19].[OH-:20].[Na+].OO. The catalyst is C1COCC1.O. The product is [Cl:19][C:13]1[CH:14]=[CH:15][C:16]([Cl:18])=[CH:17][C:12]=1[C:3]1[C:2]([Cl:1])=[CH:7][C:6]([O:8][CH3:9])=[C:5]([CH2:10][CH2:11][OH:20])[CH:4]=1. The yield is 0.540. (8) The reactants are [F:1][C:2]([F:13])([F:12])[O:3][C:4]1[CH:5]=[C:6]([CH:9]=[CH:10][CH:11]=1)[CH:7]=[O:8].[C:14]1([Mg]Br)[CH:19]=[CH:18][CH:17]=[CH:16][CH:15]=1. The catalyst is C1COCC1.CCOC(C)=O. The product is [C:14]1([CH:7]([C:6]2[CH:9]=[CH:10][CH:11]=[C:4]([O:3][C:2]([F:12])([F:13])[F:1])[CH:5]=2)[OH:8])[CH:19]=[CH:18][CH:17]=[CH:16][CH:15]=1. The yield is 0.740.